This data is from Forward reaction prediction with 1.9M reactions from USPTO patents (1976-2016). The task is: Predict the product of the given reaction. Given the reactants [CH2:1]([CH:3]1[CH2:8][C:7](=O)[CH2:6][CH2:5][N:4]1[CH2:10][C:11]([OH:13])=[O:12])[CH3:2].[NH2:14][C:15]1[CH:20]=[CH:19][CH:18]=[CH:17][CH:16]=1.[C:21]([O:24][BH-]([O:24][C:21](=[O:23])[CH3:22])[O:24][C:21](=[O:23])[CH3:22])(=[O:23])[CH3:22].[Na+].[C:35](O)(=O)C, predict the reaction product. The product is: [CH2:1]([CH:3]1[CH2:8][CH:7]([N:14]([C:15]2[CH:20]=[CH:19][CH:18]=[CH:17][CH:16]=2)[C@H:22]([C:21]([OH:24])=[O:23])[CH3:35])[CH2:6][CH2:5][N:4]1[CH2:10][C:11]([OH:13])=[O:12])[CH3:2].